The task is: Regression. Given two drug SMILES strings and cell line genomic features, predict the synergy score measuring deviation from expected non-interaction effect.. This data is from NCI-60 drug combinations with 297,098 pairs across 59 cell lines. (1) Drug 1: C1=NNC2=C1C(=O)NC=N2. Drug 2: CC12CCC3C(C1CCC2OP(=O)(O)O)CCC4=C3C=CC(=C4)OC(=O)N(CCCl)CCCl.[Na+]. Cell line: COLO 205. Synergy scores: CSS=29.0, Synergy_ZIP=5.53, Synergy_Bliss=2.90, Synergy_Loewe=1.16, Synergy_HSA=0.650. (2) Drug 1: CC1OCC2C(O1)C(C(C(O2)OC3C4COC(=O)C4C(C5=CC6=C(C=C35)OCO6)C7=CC(=C(C(=C7)OC)O)OC)O)O. Drug 2: CC1C(C(=O)NC(C(=O)N2CCCC2C(=O)N(CC(=O)N(C(C(=O)O1)C(C)C)C)C)C(C)C)NC(=O)C3=C4C(=C(C=C3)C)OC5=C(C(=O)C(=C(C5=N4)C(=O)NC6C(OC(=O)C(N(C(=O)CN(C(=O)C7CCCN7C(=O)C(NC6=O)C(C)C)C)C)C(C)C)C)N)C. Cell line: SF-295. Synergy scores: CSS=44.8, Synergy_ZIP=-1.69, Synergy_Bliss=-2.16, Synergy_Loewe=-0.560, Synergy_HSA=-1.22. (3) Drug 1: CC(C)(C#N)C1=CC(=CC(=C1)CN2C=NC=N2)C(C)(C)C#N. Drug 2: COC1=NC(=NC2=C1N=CN2C3C(C(C(O3)CO)O)O)N. Cell line: COLO 205. Synergy scores: CSS=6.87, Synergy_ZIP=-1.04, Synergy_Bliss=1.36, Synergy_Loewe=2.33, Synergy_HSA=1.60. (4) Drug 1: CC1C(C(CC(O1)OC2CC(CC3=C2C(=C4C(=C3O)C(=O)C5=C(C4=O)C(=CC=C5)OC)O)(C(=O)C)O)N)O.Cl. Drug 2: CCN(CC)CCCC(C)NC1=C2C=C(C=CC2=NC3=C1C=CC(=C3)Cl)OC. Cell line: UACC-257. Synergy scores: CSS=-4.05, Synergy_ZIP=-1.69, Synergy_Bliss=-4.43, Synergy_Loewe=-7.57, Synergy_HSA=-6.14. (5) Drug 1: COC1=C(C=C2C(=C1)N=CN=C2NC3=CC(=C(C=C3)F)Cl)OCCCN4CCOCC4. Drug 2: CC1=C2C(C(=O)C3(C(CC4C(C3C(C(C2(C)C)(CC1OC(=O)C(C(C5=CC=CC=C5)NC(=O)OC(C)(C)C)O)O)OC(=O)C6=CC=CC=C6)(CO4)OC(=O)C)O)C)O. Cell line: DU-145. Synergy scores: CSS=55.7, Synergy_ZIP=-0.971, Synergy_Bliss=0.632, Synergy_Loewe=4.41, Synergy_HSA=6.13. (6) Drug 1: CCCS(=O)(=O)NC1=C(C(=C(C=C1)F)C(=O)C2=CNC3=C2C=C(C=N3)C4=CC=C(C=C4)Cl)F. Drug 2: CCN(CC)CCNC(=O)C1=C(NC(=C1C)C=C2C3=C(C=CC(=C3)F)NC2=O)C. Cell line: MCF7. Synergy scores: CSS=5.77, Synergy_ZIP=4.36, Synergy_Bliss=7.58, Synergy_Loewe=5.78, Synergy_HSA=6.19. (7) Drug 1: CCCS(=O)(=O)NC1=C(C(=C(C=C1)F)C(=O)C2=CNC3=C2C=C(C=N3)C4=CC=C(C=C4)Cl)F. Drug 2: CCC1(CC2CC(C3=C(CCN(C2)C1)C4=CC=CC=C4N3)(C5=C(C=C6C(=C5)C78CCN9C7C(C=CC9)(C(C(C8N6C=O)(C(=O)OC)O)OC(=O)C)CC)OC)C(=O)OC)O.OS(=O)(=O)O. Cell line: MDA-MB-231. Synergy scores: CSS=26.4, Synergy_ZIP=-5.16, Synergy_Bliss=3.03, Synergy_Loewe=-25.0, Synergy_HSA=0.790. (8) Drug 1: CS(=O)(=O)C1=CC(=C(C=C1)C(=O)NC2=CC(=C(C=C2)Cl)C3=CC=CC=N3)Cl. Drug 2: C#CCC(CC1=CN=C2C(=N1)C(=NC(=N2)N)N)C3=CC=C(C=C3)C(=O)NC(CCC(=O)O)C(=O)O. Cell line: OVCAR-5. Synergy scores: CSS=14.5, Synergy_ZIP=-4.93, Synergy_Bliss=-4.72, Synergy_Loewe=-4.63, Synergy_HSA=-4.62.